This data is from Full USPTO retrosynthesis dataset with 1.9M reactions from patents (1976-2016). The task is: Predict the reactants needed to synthesize the given product. Given the product [Cl:14][C:15]1[CH:16]=[C:17]2[C:21](=[C:22]([C:24]([O:26][CH3:27])=[O:25])[CH:23]=1)[N:20]([CH2:28][NH:3][C@H:4]1[CH:9]3[CH2:10][CH2:11][N:6]([CH2:7][CH2:8]3)[CH2:5]1)[CH:19]=[C:18]2[CH3:31], predict the reactants needed to synthesize it. The reactants are: Cl.Cl.[NH2:3][C@H:4]1[CH:9]2[CH2:10][CH2:11][N:6]([CH2:7][CH2:8]2)[CH2:5]1.[H-].[Na+].[Cl:14][C:15]1[CH:16]=[C:17]2[C:21](=[C:22]([C:24]([O:26][CH3:27])=[O:25])[CH:23]=1)[N:20]([CH2:28]C=O)[CH:19]=[C:18]2[CH3:31].C(O[BH-](OC(=O)C)OC(=O)C)(=O)C.[Na+].